This data is from Catalyst prediction with 721,799 reactions and 888 catalyst types from USPTO. The task is: Predict which catalyst facilitates the given reaction. (1) Reactant: [NH:1]1[CH:5]=[CH:4][CH:3]=[C:2]1[CH:6]=[O:7].CC([O-])(C)C.[K+].[CH3:14][O:15][C:16]1[CH:23]=[CH:22][C:19]([CH2:20]Cl)=[CH:18][CH:17]=1.[Cl-].[NH4+]. Product: [CH3:14][O:15][C:16]1[CH:23]=[CH:22][C:19]([CH2:20][N:1]2[CH:5]=[CH:4][CH:3]=[C:2]2[CH:6]=[O:7])=[CH:18][CH:17]=1. The catalyst class is: 1. (2) Reactant: [CH:1]12[CH2:10][CH:5]3[CH2:6][CH:7]([CH2:9][CH:3]([CH2:4]3)[C:2]1=[O:11])[CH2:8]2.C[Mg]Br.N1C=CC=C[CH:16]=1.[C:21](Cl)(=[O:25])[C:22]([CH3:24])=[CH2:23]. Product: [C:21]([O:11][C:2]1([CH3:16])[CH:3]2[CH2:9][CH:7]3[CH2:6][CH:5]([CH2:10][CH:1]1[CH2:8]3)[CH2:4]2)(=[O:25])[C:22]([CH3:24])=[CH2:23]. The catalyst class is: 7. (3) Reactant: C[Si](C)(C)[C:3]#[C:4][C:5]1[CH:10]=[CH:9][CH:8]=[CH:7][C:6]=1[CH:11]([CH3:14])[C:12]#[N:13].[OH-].[Na+].Cl. Product: [C:4]([C:5]1[CH:10]=[CH:9][CH:8]=[CH:7][C:6]=1[CH:11]([CH3:14])[C:12]#[N:13])#[CH:3]. The catalyst class is: 1.